From a dataset of Catalyst prediction with 721,799 reactions and 888 catalyst types from USPTO. Predict which catalyst facilitates the given reaction. Reactant: C(OC([NH:8][CH:9]1[CH2:14][CH2:13][N:12]([C:15]([O:17][C:18]2[CH:19]=[N:20][CH:21]=[CH:22][CH:23]=2)=[O:16])[CH2:11][CH2:10]1)=O)(C)(C)C.[ClH:24].CCOC(C)=O. The catalyst class is: 1. Product: [ClH:24].[ClH:24].[NH2:8][CH:9]1[CH2:10][CH2:11][N:12]([C:15]([O:17][C:18]2[CH:19]=[N:20][CH:21]=[CH:22][CH:23]=2)=[O:16])[CH2:13][CH2:14]1.